Task: Regression. Given two drug SMILES strings and cell line genomic features, predict the synergy score measuring deviation from expected non-interaction effect.. Dataset: NCI-60 drug combinations with 297,098 pairs across 59 cell lines (1) Drug 1: CCCS(=O)(=O)NC1=C(C(=C(C=C1)F)C(=O)C2=CNC3=C2C=C(C=N3)C4=CC=C(C=C4)Cl)F. Cell line: LOX IMVI. Synergy scores: CSS=48.8, Synergy_ZIP=1.15, Synergy_Bliss=4.09, Synergy_Loewe=7.53, Synergy_HSA=9.69. Drug 2: C1=CN(C(=O)N=C1N)C2C(C(C(O2)CO)O)O.Cl. (2) Drug 1: C1CC(C1)(C(=O)O)C(=O)O.[NH2-].[NH2-].[Pt+2]. Drug 2: CC1=C(C(=CC=C1)Cl)NC(=O)C2=CN=C(S2)NC3=CC(=NC(=N3)C)N4CCN(CC4)CCO. Cell line: HOP-92. Synergy scores: CSS=2.06, Synergy_ZIP=-0.717, Synergy_Bliss=5.91, Synergy_Loewe=2.17, Synergy_HSA=2.98.